This data is from Reaction yield outcomes from USPTO patents with 853,638 reactions. The task is: Predict the reaction yield, written as a fraction of the theoretical maximum amount of product (1.0 means a 100% yield; for example, 0.34 means a 34% yield). The reactants are O=P12OP3(OP(OP(O3)(O1)=O)(=O)O2)=O.[CH3:15][CH:16]([CH2:20][C:21]1[S:22][C:23]([CH3:26])=[CH:24][CH:25]=1)[C:17]([OH:19])=O.O. The catalyst is ClCCCl. The product is [CH3:26][C:23]1[S:22][C:21]2[CH2:20][CH:16]([CH3:15])[C:17](=[O:19])[C:25]=2[CH:24]=1. The yield is 0.841.